Dataset: Catalyst prediction with 721,799 reactions and 888 catalyst types from USPTO. Task: Predict which catalyst facilitates the given reaction. (1) Reactant: Cl[C:2]1[N:7]=[CH:6][C:5]([S:8]([C:11]2[N:15]([C:16]3[CH:21]=[CH:20][CH:19]=[CH:18][C:17]=3[F:22])[N:14]=[C:13]([CH2:23][N:24]([CH3:32])[C:25](=[O:31])[O:26][C:27]([CH3:30])([CH3:29])[CH3:28])[CH:12]=2)(=[O:10])=[O:9])=[CH:4][CH:3]=1.CS(C)=O.[C-]#N.[Na+].[N:40]12CCN(CC1)C[CH2:41]2. Product: [C:41]([C:2]1[N:7]=[CH:6][C:5]([S:8]([C:11]2[N:15]([C:16]3[CH:21]=[CH:20][CH:19]=[CH:18][C:17]=3[F:22])[N:14]=[C:13]([CH2:23][N:24]([CH3:32])[C:25](=[O:31])[O:26][C:27]([CH3:30])([CH3:29])[CH3:28])[CH:12]=2)(=[O:9])=[O:10])=[CH:4][CH:3]=1)#[N:40]. The catalyst class is: 6. (2) Reactant: Br[C:2]1[CH:3]=[N:4][C:5]([N:8]2[CH2:13][CH2:12][O:11][C@H:10]([CH2:14][N:15]3[C:19]4=[N:20][C:21]([C:24]5[CH:25]=[N:26][N:27]([CH3:29])[CH:28]=5)=[CH:22][N:23]=[C:18]4[N:17]=[N:16]3)[CH2:9]2)=[N:6][CH:7]=1.[F:30][C:31]1[CH:45]=[C:44](B2OC(C)(C)C(C)(C)O2)[CH:43]=[CH:42][C:32]=1[O:33][CH2:34][CH2:35][N:36]1[CH2:41][CH2:40][O:39][CH2:38][CH2:37]1.C(=O)([O-])[O-].[Na+].[Na+]. Product: [F:30][C:31]1[CH:45]=[C:44]([C:2]2[CH:3]=[N:4][C:5]([N:8]3[CH2:13][CH2:12][O:11][C@H:10]([CH2:14][N:15]4[C:19]5=[N:20][C:21]([C:24]6[CH:25]=[N:26][N:27]([CH3:29])[CH:28]=6)=[CH:22][N:23]=[C:18]5[N:17]=[N:16]4)[CH2:9]3)=[N:6][CH:7]=2)[CH:43]=[CH:42][C:32]=1[O:33][CH2:34][CH2:35][N:36]1[CH2:37][CH2:38][O:39][CH2:40][CH2:41]1. The catalyst class is: 77. (3) Reactant: [O:1]1[CH2:5][CH2:4][CH:3]([CH2:6][OH:7])[CH2:2]1.[F:8][C:9]([F:22])([F:21])[S:10](O[S:10]([C:9]([F:22])([F:21])[F:8])(=[O:12])=[O:11])(=[O:12])=[O:11].N1C=CC=CC=1.ClCCl. Product: [O:7]([CH2:6][CH:3]1[CH2:4][CH2:5][O:1][CH2:2]1)[S:10]([C:9]([F:22])([F:21])[F:8])(=[O:12])=[O:11]. The catalyst class is: 6. (4) The catalyst class is: 3. Reactant: [H-].[Na+].[C:3]1([C:9]2[NH:10][CH:11]=[C:12]([C:14]3[CH:19]=[CH:18][N:17]=[CH:16][CH:15]=3)[N:13]=2)[CH:8]=[CH:7][CH:6]=[CH:5][CH:4]=1.[CH3:20][Si:21]([CH3:28])([CH3:27])[CH2:22][CH2:23][O:24][CH2:25]Cl. Product: [C:3]1([C:9]2[N:10]([CH2:25][O:24][CH2:23][CH2:22][Si:21]([CH3:28])([CH3:27])[CH3:20])[CH:11]=[C:12]([C:14]3[CH:15]=[CH:16][N:17]=[CH:18][CH:19]=3)[N:13]=2)[CH:4]=[CH:5][CH:6]=[CH:7][CH:8]=1. (5) The catalyst class is: 2. Reactant: [CH3:1][O:2][C:3]1[CH:13]=[C:12]([N+:14]([O-:16])=[O:15])[CH:11]=[CH:10][C:4]=1[O:5][CH2:6][CH:7]([OH:9])[CH3:8].[CH3:17][Si:18]([CH2:21][CH2:22][O:23][CH2:24]Cl)([CH3:20])[CH3:19].CCN(C(C)C)C(C)C.N#N. Product: [CH3:1][O:2][C:3]1[CH:13]=[C:12]([N+:14]([O-:16])=[O:15])[CH:11]=[CH:10][C:4]=1[O:5][CH2:6][CH:7]([O:9][CH2:24][O:23][CH2:22][CH2:21][Si:18]([CH3:20])([CH3:19])[CH3:17])[CH3:8]. (6) Reactant: [CH2:1]([NH:8][C:9]1[CH:14]=[C:13]([NH:15][C:16]2[CH:21]=[CH:20][C:19]([N:22]3[CH2:27][CH2:26][CH:25]([CH2:28][CH2:29][OH:30])[CH2:24][CH2:23]3)=[CH:18][CH:17]=2)[N:12]=[CH:11][C:10]=1[CH2:31][C:32]([NH2:34])=[O:33])[C:2]1[CH:7]=[CH:6][CH:5]=[CH:4][CH:3]=1.C(N(CC)CC)C.[CH3:42][S:43](Cl)(=[O:45])=[O:44].C(=O)(O)[O-].[Na+]. Product: [CH2:1]([NH:8][C:9]1[CH:14]=[C:13]([NH:15][C:16]2[CH:21]=[CH:20][C:19]([N:22]3[CH2:23][CH2:24][CH:25]([CH2:28][CH2:29][O:30][S:43]([CH3:42])(=[O:45])=[O:44])[CH2:26][CH2:27]3)=[CH:18][CH:17]=2)[N:12]=[CH:11][C:10]=1[CH2:31][C:32]([NH2:34])=[O:33])[C:2]1[CH:7]=[CH:6][CH:5]=[CH:4][CH:3]=1. The catalyst class is: 367. (7) Reactant: [C:1](/[N:3]=[C:4](\SC)/[NH:5][C:6]1[CH:11]=[CH:10][C:9]([S:12]([C:15]([F:18])([F:17])[F:16])(=[O:14])=[O:13])=[CH:8][CH:7]=1)#[N:2].[NH2:21][NH2:22]. Product: [F:17][C:15]([F:16])([F:18])[S:12]([C:9]1[CH:8]=[CH:7][C:6]([NH:5][C:4]2[N:3]=[C:1]([NH2:2])[NH:22][N:21]=2)=[CH:11][CH:10]=1)(=[O:13])=[O:14]. The catalyst class is: 8.